From a dataset of Reaction yield outcomes from USPTO patents with 853,638 reactions. Predict the reaction yield, written as a fraction of the theoretical maximum amount of product (1.0 means a 100% yield; for example, 0.34 means a 34% yield). (1) The reactants are [CH3:1][C:2]1[N:6]=[C:5]([NH2:7])[NH:4][N:3]=1.[CH3:8][C@@H:9]1[CH2:14][C:13](=O)[CH2:12][C@H:11]([CH3:16])[O:10]1.C(O[BH-](OC(=O)C)OC(=O)C)(=O)C.[Na+]. The catalyst is C(O)(=O)C. The product is [CH3:8][C@@H:9]1[CH2:14][CH:13]([NH:7][C:5]2[NH:4][N:3]=[C:2]([CH3:1])[N:6]=2)[CH2:12][C@H:11]([CH3:16])[O:10]1. The yield is 0.220. (2) The reactants are [CH3:1][C:2]1[N:3]([CH2:16][C:17]2[CH:22]=[CH:21][C:20]([N+:23]([O-])=O)=[CH:19][CH:18]=2)[C:4]2[C:9]([C:10]=1[CH2:11][C:12]([O:14][CH3:15])=[O:13])=[CH:8][CH:7]=[CH:6][CH:5]=2. The catalyst is CO.[Pd]. The product is [NH2:23][C:20]1[CH:21]=[CH:22][C:17]([CH2:16][N:3]2[C:4]3[C:9](=[CH:8][CH:7]=[CH:6][CH:5]=3)[C:10]([CH2:11][C:12]([O:14][CH3:15])=[O:13])=[C:2]2[CH3:1])=[CH:18][CH:19]=1. The yield is 0.950. (3) The reactants are [N:1]([O-])=O.[Na+].[F:5][CH:6]([F:15])[O:7][C:8]1[CH:14]=[CH:13][CH:12]=[CH:11][C:9]=1[NH2:10].Cl.[CH3:17][O:18][CH2:19][C:20](=[O:26])[CH2:21][C:22]([O:24][CH3:25])=[O:23].CC([O-])=O.[Na+]. The catalyst is O.CO. The product is [F:5][CH:6]([F:15])[O:7][C:8]1[CH:14]=[CH:13][CH:12]=[CH:11][C:9]=1[NH:10][N:1]=[C:21]([C:20](=[O:26])[CH2:19][O:18][CH3:17])[C:22]([O:24][CH3:25])=[O:23]. The yield is 0.960. (4) The reactants are [CH2:1]([O:8][C:9]([NH:11][C@H:12]([C:16]([OH:18])=O)[CH:13]([CH3:15])[CH3:14])=[O:10])[C:2]1[CH:7]=[CH:6][CH:5]=[CH:4][CH:3]=1.C(N1C=CN=C1)(N1C=CN=C1)=O.C(NC(C)C)(C)C.[C:38]([O:41][CH2:42][CH3:43])(=[O:40])[CH3:39]. The catalyst is C1COCC1.O.C(O)(=O)C. The product is [CH2:1]([O:8][C:9]([NH:11][CH:12]([CH:13]([CH3:14])[CH3:15])[C:16](=[O:18])[CH2:39][C:38]([O:41][CH2:42][CH3:43])=[O:40])=[O:10])[C:2]1[CH:3]=[CH:4][CH:5]=[CH:6][CH:7]=1. The yield is 0.750. (5) The reactants are [Cl:1][C:2]1[C:10]2[NH:9]N=C[C:6]=2[C:5]2[CH2:11][N:12]([CH2:21][C:22]([CH3:25])([CH3:24])[CH3:23])[C:13](=[O:20])[C@H:14]([CH2:16][C:17]([OH:19])=O)[CH2:15][C:4]=2[CH:3]=1.[NH:26]1[CH2:31][CH2:30][CH:29]([C:32]2[C:37](=[O:38])[NH:36][C:35]3[CH:39]=[CH:40][S:41][C:34]=3[CH:33]=2)[CH2:28][CH2:27]1.[CH:42]1C=CC2N(O)N=NC=2[CH:47]=1.C(Cl)CCl.CCN(C(C)C)C(C)C. The catalyst is CN(C=O)C. The product is [Cl:1][C:2]1[CH:3]=[C:4]2[CH2:15][C@@H:14]([CH2:16][C:17]([N:26]3[CH2:27][CH2:28][CH:29]([C:32]4[C:37](=[O:38])[NH:36][C:35]5[CH:39]=[CH:40][S:41][C:34]=5[CH:33]=4)[CH2:30][CH2:31]3)=[O:19])[C:13](=[O:20])[N:12]([CH2:21][C:22]([CH3:25])([CH3:23])[CH3:24])[CH2:11][C:5]2=[C:6]2[C:10]=1[NH:9][CH:47]=[CH:42]2. The yield is 0.576. (6) The reactants are [I:1][C:2]1[CH:8]=[CH:7][C:5]([NH2:6])=[CH:4][CH:3]=1.[C:9](OC(=O)C)(=[O:11])[CH3:10]. The catalyst is C(Cl)Cl. The product is [I:1][C:2]1[CH:8]=[CH:7][C:5]([NH:6][C:9](=[O:11])[CH3:10])=[CH:4][CH:3]=1. The yield is 0.866. (7) The reactants are CO[C:3]1[CH:8]=[CH:7][N:6]=[C:5]([C:9](O)=O)[CH:4]=1.C[Si](C#N)(C)C.CO[C:20]1[CH:25]=[CH:24][N+]([O-])=[CH:22][CH:21]=1.C[N:28](C)C(Cl)=O.C(=O)(O)[O-].[Na+]. The catalyst is C(Cl)Cl. The product is [CH2:22]([C:3]1[CH:8]=[CH:7][N:6]=[C:5]([C:9]#[N:28])[CH:4]=1)[CH2:21][CH2:20][CH2:25][CH3:24]. The yield is 0.900. (8) The reactants are [CH3:1][C:2]1([N:10]2[CH2:15][CH2:14][CH:13]([N:16]3[C:20]4[CH:21]=[CH:22][CH:23]=[CH:24][C:19]=4[NH:18][C:17]3=O)[CH2:12][CH2:11]2)[CH2:9][CH2:8][CH2:7][CH2:6][CH2:5][CH2:4][CH2:3]1.P(Cl)(Cl)([Cl:28])=O.N. No catalyst specified. The product is [Cl:28][C:17]1[N:16]([CH:13]2[CH2:14][CH2:15][N:10]([C:2]3([CH3:1])[CH2:9][CH2:8][CH2:7][CH2:6][CH2:5][CH2:4][CH2:3]3)[CH2:11][CH2:12]2)[C:20]2[CH:21]=[CH:22][CH:23]=[CH:24][C:19]=2[N:18]=1. The yield is 0.587.